From a dataset of Full USPTO retrosynthesis dataset with 1.9M reactions from patents (1976-2016). Predict the reactants needed to synthesize the given product. Given the product [NH2:15][C:13]1[CH:12]=[CH:11][C:4]([CH2:5][NH:6][S:7]([CH3:10])(=[O:9])=[O:8])=[C:3]([O:2][CH3:1])[CH:14]=1, predict the reactants needed to synthesize it. The reactants are: [CH3:1][O:2][C:3]1[CH:14]=[C:13]([N+:15]([O-])=O)[CH:12]=[CH:11][C:4]=1[CH2:5][NH:6][S:7]([CH3:10])(=[O:9])=[O:8].[H][H].